The task is: Predict the product of the given reaction.. This data is from Forward reaction prediction with 1.9M reactions from USPTO patents (1976-2016). Given the reactants ClC1C=C(C=CC=1)[O:5][C:6]1[CH:7]=[C:8]2[C:12](=[CH:13][CH:14]=1)[N:11]([C:15]1[CH:20]=[CH:19][C:18]([CH3:21])=[C:17]([N+:22]([O-:24])=[O:23])[CH:16]=1)[C:10]([C:25]([OH:27])=[O:26])=[CH:9]2.C(OC(C1N(C2C=CC(C)=C([N+]([O-])=O)C=2)C2C(C=1)=CC(O)=CC=2)=O)C.[Cl:56][C:57]1[CH:62]=[CH:61][C:60](B(O)O)=[CH:59][CH:58]=1, predict the reaction product. The product is: [Cl:56][C:57]1[CH:62]=[CH:61][C:60]([O:5][C:6]2[CH:7]=[C:8]3[C:12](=[CH:13][CH:14]=2)[N:11]([C:15]2[CH:20]=[CH:19][C:18]([CH3:21])=[C:17]([N+:22]([O-:24])=[O:23])[CH:16]=2)[C:10]([C:25]([OH:27])=[O:26])=[CH:9]3)=[CH:59][CH:58]=1.